From a dataset of Forward reaction prediction with 1.9M reactions from USPTO patents (1976-2016). Predict the product of the given reaction. Given the reactants [F:1][C:2]1[CH:7]=[CH:6][C:5](B(O)O)=[CH:4][CH:3]=1.Cl[C:12]1[CH:17]=[C:16]([C:18]2[CH:23]=[CH:22][C:21]([F:24])=[CH:20][CH:19]=2)[N:15]=[C:14]([NH2:25])[N:13]=1.C(=O)([O-])[O-].[Na+].[Na+], predict the reaction product. The product is: [F:1][C:2]1[CH:7]=[CH:6][C:5]([C:12]2[CH:17]=[C:16]([C:18]3[CH:19]=[CH:20][C:21]([F:24])=[CH:22][CH:23]=3)[N:15]=[C:14]([NH2:25])[N:13]=2)=[CH:4][CH:3]=1.